From a dataset of Full USPTO retrosynthesis dataset with 1.9M reactions from patents (1976-2016). Predict the reactants needed to synthesize the given product. (1) Given the product [Si:1]([O:8][CH2:9][CH2:10][N:11]1[C:16]2[C:17]3[CH:23]=[C:22]([CH:56]=[O:57])[N:21]([S:24]([C:27]4[CH:32]=[CH:31][CH:30]=[CH:29][CH:28]=4)(=[O:26])=[O:25])[C:18]=3[N:19]=[CH:20][C:15]=2[CH2:14][N:13]([C:33]2[C:34]([F:44])=[C:35]([O:42][CH3:43])[CH:36]=[C:37]([O:40][CH3:41])[C:38]=2[F:39])[C:12]1=[O:45])([C:4]([CH3:6])([CH3:7])[CH3:5])([CH3:2])[CH3:3], predict the reactants needed to synthesize it. The reactants are: [Si:1]([O:8][CH2:9][CH2:10][N:11]1[C:16]2[C:17]3[CH:23]=[CH:22][N:21]([S:24]([C:27]4[CH:32]=[CH:31][CH:30]=[CH:29][CH:28]=4)(=[O:26])=[O:25])[C:18]=3[N:19]=[CH:20][C:15]=2[CH2:14][N:13]([C:33]2[C:38]([F:39])=[C:37]([O:40][CH3:41])[CH:36]=[C:35]([O:42][CH3:43])[C:34]=2[F:44])[C:12]1=[O:45])([C:4]([CH3:7])([CH3:6])[CH3:5])([CH3:3])[CH3:2].[Li+].CC([N-]C(C)C)C.CN(C)[CH:56]=[O:57]. (2) The reactants are: Cl.[CH2:2]([C:4]1([C:10]([O:12]CC)=[O:11])[CH2:9][CH2:8][CH2:7][NH:6][CH2:5]1)[CH3:3].[CH3:15][N:16]1[CH:20]=[C:19]([S:21](Cl)(=[O:23])=[O:22])[N:18]=[CH:17]1. Given the product [CH2:2]([C:4]1([C:10]([OH:12])=[O:11])[CH2:9][CH2:8][CH2:7][N:6]([S:21]([C:19]2[N:18]=[CH:17][N:16]([CH3:15])[CH:20]=2)(=[O:23])=[O:22])[CH2:5]1)[CH3:3], predict the reactants needed to synthesize it. (3) The reactants are: [Br:1][C:2]1[CH:3]=[C:4]([CH:9]=[C:10]([Br:13])[C:11]=1[CH3:12])[C:5]([O:7][CH3:8])=[O:6].[Br:14]NC(=O)CCC(N)=O.N(C(C)(C)C#N)=NC(C)(C)C#N. Given the product [CH3:8][O:7][C:5](=[O:6])[C:4]1[CH:3]=[C:2]([Br:1])[C:11]([CH2:12][Br:14])=[C:10]([Br:13])[CH:9]=1, predict the reactants needed to synthesize it.